This data is from Full USPTO retrosynthesis dataset with 1.9M reactions from patents (1976-2016). The task is: Predict the reactants needed to synthesize the given product. (1) The reactants are: [Cl:1][C:2]1[N:7]=[C:6](Cl)[C:5]([C:9]([O:11][CH3:12])=[O:10])=[C:4]([CH3:13])[N:3]=1.[CH3:14][N:15]1[CH:19]=[C:18](B2OC(C)(C)C(C)(C)O2)[CH:17]=[N:16]1.[F-].[K+]. Given the product [Cl:1][C:2]1[N:3]=[C:4]([CH3:13])[C:5]([C:9]([O:11][CH3:12])=[O:10])=[C:6]([C:18]2[CH:17]=[N:16][N:15]([CH3:14])[CH:19]=2)[N:7]=1, predict the reactants needed to synthesize it. (2) The reactants are: [CH3:1][O:2][CH2:3]Cl.O1CCCC1.[Br:10][C:11]1[N:16]=[CH:15][C:14]([OH:17])=[CH:13][CH:12]=1.[H-].[Na+]. Given the product [Br:10][C:11]1[CH:12]=[CH:13][C:14]([O:17][CH2:1][O:2][CH3:3])=[CH:15][N:16]=1, predict the reactants needed to synthesize it.